From a dataset of Full USPTO retrosynthesis dataset with 1.9M reactions from patents (1976-2016). Predict the reactants needed to synthesize the given product. (1) Given the product [Cl:8][C:5]1[CH:6]=[CH:7][C:2]([CH2:24][C:23](=[O:25])[CH2:22][CH:21]([CH3:26])[CH3:20])=[CH:3][C:4]=1[O:9][CH2:10][CH2:11][O:12][CH3:13], predict the reactants needed to synthesize it. The reactants are: Br[C:2]1[CH:7]=[CH:6][C:5]([Cl:8])=[C:4]([O:9][CH2:10][CH2:11][O:12][CH3:13])[CH:3]=1.C(O[Na])(C)(C)C.[CH3:20][CH:21]([CH3:26])[CH2:22][C:23](=[O:25])[CH3:24]. (2) Given the product [CH:3]([O:4][C:12]1[CH:13]=[C:8]([Br:7])[CH:9]=[N:10][CH:11]=1)([CH3:5])[CH3:2], predict the reactants needed to synthesize it. The reactants are: [K].[CH3:2][CH:3]([CH3:5])[O-:4].[K+].[Br:7][C:8]1[CH:9]=[N:10][CH:11]=[C:12](Br)[CH:13]=1.